From a dataset of Peptide-MHC class I binding affinity with 185,985 pairs from IEDB/IMGT. Regression. Given a peptide amino acid sequence and an MHC pseudo amino acid sequence, predict their binding affinity value. This is MHC class I binding data. (1) The peptide sequence is RRQDILDLWIY. The MHC is HLA-B40:01 with pseudo-sequence HLA-B40:01. The binding affinity (normalized) is 0. (2) The peptide sequence is KVTGSYNLV. The MHC is HLA-A02:01 with pseudo-sequence HLA-A02:01. The binding affinity (normalized) is 0.388. (3) The peptide sequence is YISPIFIPM. The MHC is HLA-C03:03 with pseudo-sequence HLA-C03:03. The binding affinity (normalized) is 1.00. (4) The peptide sequence is ATAAATEAY. The MHC is HLA-B39:01 with pseudo-sequence HLA-B39:01. The binding affinity (normalized) is 0.0847. (5) The peptide sequence is LMEVFPQLDL. The MHC is HLA-A02:01 with pseudo-sequence HLA-A02:01. The binding affinity (normalized) is 0.492. (6) The peptide sequence is ASMDNTSPM. The MHC is HLA-A68:23 with pseudo-sequence HLA-A68:23. The binding affinity (normalized) is 0.686. (7) The peptide sequence is ETDDYMFFV. The MHC is HLA-A23:01 with pseudo-sequence HLA-A23:01. The binding affinity (normalized) is 0.0847.